Dataset: NCI-60 drug combinations with 297,098 pairs across 59 cell lines. Task: Regression. Given two drug SMILES strings and cell line genomic features, predict the synergy score measuring deviation from expected non-interaction effect. (1) Drug 1: CC12CCC(CC1=CCC3C2CCC4(C3CC=C4C5=CN=CC=C5)C)O. Drug 2: CCC1(CC2CC(C3=C(CCN(C2)C1)C4=CC=CC=C4N3)(C5=C(C=C6C(=C5)C78CCN9C7C(C=CC9)(C(C(C8N6C)(C(=O)OC)O)OC(=O)C)CC)OC)C(=O)OC)O.OS(=O)(=O)O. Cell line: OVCAR3. Synergy scores: CSS=74.0, Synergy_ZIP=18.5, Synergy_Bliss=17.0, Synergy_Loewe=-4.94, Synergy_HSA=18.4. (2) Drug 1: C1CCN(CC1)CCOC2=CC=C(C=C2)C(=O)C3=C(SC4=C3C=CC(=C4)O)C5=CC=C(C=C5)O. Drug 2: CN1C2=C(C=C(C=C2)N(CCCl)CCCl)N=C1CCCC(=O)O.Cl. Cell line: SF-295. Synergy scores: CSS=2.09, Synergy_ZIP=0.0558, Synergy_Bliss=1.09, Synergy_Loewe=-0.0983, Synergy_HSA=-0.382. (3) Drug 1: C1=NC2=C(N1)C(=S)N=C(N2)N. Drug 2: CC(C1=C(C=CC(=C1Cl)F)Cl)OC2=C(N=CC(=C2)C3=CN(N=C3)C4CCNCC4)N. Cell line: NCIH23. Synergy scores: CSS=48.0, Synergy_ZIP=-3.80, Synergy_Bliss=-2.18, Synergy_Loewe=-2.69, Synergy_HSA=-0.0669. (4) Drug 1: CC1C(C(=O)NC(C(=O)N2CCCC2C(=O)N(CC(=O)N(C(C(=O)O1)C(C)C)C)C)C(C)C)NC(=O)C3=C4C(=C(C=C3)C)OC5=C(C(=O)C(=C(C5=N4)C(=O)NC6C(OC(=O)C(N(C(=O)CN(C(=O)C7CCCN7C(=O)C(NC6=O)C(C)C)C)C)C(C)C)C)N)C. Drug 2: C(CN)CNCCSP(=O)(O)O. Synergy scores: CSS=16.7, Synergy_ZIP=-3.63, Synergy_Bliss=4.61, Synergy_Loewe=-26.1, Synergy_HSA=-0.594. Cell line: TK-10. (5) Drug 1: CC1CCCC2(C(O2)CC(NC(=O)CC(C(C(=O)C(C1O)C)(C)C)O)C(=CC3=CSC(=N3)C)C)C. Drug 2: CC1C(C(CC(O1)OC2CC(CC3=C2C(=C4C(=C3O)C(=O)C5=CC=CC=C5C4=O)O)(C(=O)C)O)N)O. Cell line: A498. Synergy scores: CSS=68.4, Synergy_ZIP=-3.70, Synergy_Bliss=0.506, Synergy_Loewe=6.58, Synergy_HSA=6.77. (6) Drug 1: C1=CC(=CC=C1CCCC(=O)O)N(CCCl)CCCl. Drug 2: C1=CN(C=N1)CC(O)(P(=O)(O)O)P(=O)(O)O. Cell line: IGROV1. Synergy scores: CSS=20.2, Synergy_ZIP=-10.6, Synergy_Bliss=-9.07, Synergy_Loewe=-9.59, Synergy_HSA=-7.10.